Dataset: Peptide-MHC class II binding affinity with 134,281 pairs from IEDB. Task: Regression. Given a peptide amino acid sequence and an MHC pseudo amino acid sequence, predict their binding affinity value. This is MHC class II binding data. (1) The peptide sequence is LVGPFNFRFMSKGGMRNVFDEVIPT. The MHC is DRB1_0301 with pseudo-sequence DRB1_0301. The binding affinity (normalized) is 0.210. (2) The peptide sequence is GELQIVDKIDAAFKN. The MHC is DRB5_0101 with pseudo-sequence DRB5_0101. The binding affinity (normalized) is 0.597. (3) The peptide sequence is LSLCNKIKGLKVFNT. The MHC is DRB1_0404 with pseudo-sequence DRB1_0404. The binding affinity (normalized) is 0.665. (4) The peptide sequence is KVPYCNYTRFWYINH. The MHC is DRB1_0101 with pseudo-sequence DRB1_0101. The binding affinity (normalized) is 0.545. (5) The peptide sequence is SWDLELSWNLNGLQAY. The MHC is HLA-DQA10301-DQB10302 with pseudo-sequence HLA-DQA10301-DQB10302. The binding affinity (normalized) is 0.333. (6) The binding affinity (normalized) is 0.337. The MHC is DRB3_0301 with pseudo-sequence DRB3_0301. The peptide sequence is NCPNLSPREEPDDID. (7) The peptide sequence is ETLYRIDGAHLTKMS. The MHC is DRB1_0701 with pseudo-sequence DRB1_0701. The binding affinity (normalized) is 0.389. (8) The peptide sequence is KKPDKPSLDISLETVAID. The MHC is DRB1_0801 with pseudo-sequence DRB1_0801. The binding affinity (normalized) is 0.161. (9) The peptide sequence is EDTNIYNSNEAFKVE. The MHC is HLA-DQA10102-DQB10502 with pseudo-sequence HLA-DQA10102-DQB10502. The binding affinity (normalized) is 0.280.